This data is from Reaction yield outcomes from USPTO patents with 853,638 reactions. The task is: Predict the reaction yield, written as a fraction of the theoretical maximum amount of product (1.0 means a 100% yield; for example, 0.34 means a 34% yield). (1) The reactants are C(N(C(C)C)C(C)C)C.[Br:10][C:11]1[CH:12]=[N:13][C:14](Cl)=[N:15][CH:16]=1.[NH:18]1[CH2:22][CH2:21][CH:20]([CH2:23][C:24]([O:26][C:27]([CH3:30])([CH3:29])[CH3:28])=[O:25])[CH2:19]1. The catalyst is FC(F)(F)C1C=CC=CC=1.C(Cl)Cl. The product is [Br:10][C:11]1[CH:12]=[N:13][C:14]([N:18]2[CH2:22][CH2:21][CH:20]([CH2:23][C:24]([O:26][C:27]([CH3:30])([CH3:29])[CH3:28])=[O:25])[CH2:19]2)=[N:15][CH:16]=1. The yield is 0.690. (2) The reactants are C[O:2][C:3](=[O:15])[C:4]1[C:5](=[CH:7][C:8]([N+:12]([O-:14])=[O:13])=[C:9]([Cl:11])[CH:10]=1)[NH2:6].[Li+].[OH-].Cl. The catalyst is C1COCC1.O. The product is [Cl:11][C:9]1[CH:10]=[C:4]([C:3]([OH:15])=[O:2])[C:5]([NH2:6])=[CH:7][C:8]=1[N+:12]([O-:14])=[O:13]. The yield is 0.880. (3) The reactants are [CH3:1][O:2][C:3]1[CH:25]=[CH:24][C:6]([CH2:7][N:8]2[C:13](=O)[CH:12]3[CH:10]([CH:11]3[C:15]3[CH:20]=[CH:19][C:18]([O:21][CH3:22])=[CH:17][CH:16]=3)[C:9]2=O)=[CH:5][CH:4]=1.[BH4-].[Na+].B(F)(F)F.N1CCNCC1. The catalyst is C1COCC1.O.[Cl-].[Na+].O. The product is [CH3:1][O:2][C:3]1[CH:4]=[CH:5][C:6]([CH2:7][N:8]2[CH2:9][CH:10]3[CH:12]([CH:11]3[C:15]3[CH:20]=[CH:19][C:18]([O:21][CH3:22])=[CH:17][CH:16]=3)[CH2:13]2)=[CH:24][CH:25]=1. The yield is 0.650.